From a dataset of hERG potassium channel inhibition data for cardiac toxicity prediction from Karim et al.. Regression/Classification. Given a drug SMILES string, predict its toxicity properties. Task type varies by dataset: regression for continuous values (e.g., LD50, hERG inhibition percentage) or binary classification for toxic/non-toxic outcomes (e.g., AMES mutagenicity, cardiotoxicity, hepatotoxicity). Dataset: herg_karim. The compound is CCCS(=O)(=O)Nc1ccc(F)c(C(=O)c2c[nH]c3ncc(-c4ccc(Cl)cc4)cc23)c1F. The result is 0 (non-blocker).